Dataset: Full USPTO retrosynthesis dataset with 1.9M reactions from patents (1976-2016). Task: Predict the reactants needed to synthesize the given product. The reactants are: C([O:8][C:9]1[CH:14]=[CH:13][C:12]([N:15]([CH3:66])[C:16]([C:18]2[CH:19]=[C:20]([C:27]3[CH:28]=[C:29]4[C:34](=[CH:35][C:36]=3[C:37]([N:39]3[C@H:48]([CH3:49])[CH2:47][C:46]5[C:41](=[CH:42][CH:43]=[CH:44][CH:45]=5)[CH2:40]3)=[O:38])[CH2:33][N:32]([C:50](=[O:65])[CH2:51][C:52]3[CH:57]=[CH:56][CH:55]=[C:54]([N:58]5[CH2:63][CH2:62][N:61]([CH3:64])[CH2:60][CH2:59]5)[CH:53]=3)[CH2:31][CH2:30]4)[N:21]3[C:26]=2[CH2:25][CH2:24][CH2:23][CH2:22]3)=[O:17])=[CH:11][CH:10]=1)C1C=CC=CC=1. Given the product [OH:8][C:9]1[CH:10]=[CH:11][C:12]([N:15]([CH3:66])[C:16]([C:18]2[CH:19]=[C:20]([C:27]3[CH:28]=[C:29]4[C:34](=[CH:35][C:36]=3[C:37]([N:39]3[C@H:48]([CH3:49])[CH2:47][C:46]5[C:41](=[CH:42][CH:43]=[CH:44][CH:45]=5)[CH2:40]3)=[O:38])[CH2:33][N:32]([C:50](=[O:65])[CH2:51][C:52]3[CH:57]=[CH:56][CH:55]=[C:54]([N:58]5[CH2:59][CH2:60][N:61]([CH3:64])[CH2:62][CH2:63]5)[CH:53]=3)[CH2:31][CH2:30]4)[N:21]3[C:26]=2[CH2:25][CH2:24][CH2:23][CH2:22]3)=[O:17])=[CH:13][CH:14]=1, predict the reactants needed to synthesize it.